Dataset: Experimentally validated miRNA-target interactions with 360,000+ pairs, plus equal number of negative samples. Task: Binary Classification. Given a miRNA mature sequence and a target amino acid sequence, predict their likelihood of interaction. (1) The miRNA is hsa-miR-766-5p with sequence AGGAGGAAUUGGUGCUGGUCUU. The protein sequence of the target gene is MSCSGSGADPEAAPASAASAPGPAPPVSAPAALPSSTAAENKASPAGTAGGPGAGAAAGGTGPLAARAGEPAERRGAAPVSAGGAAPPEGAISNGVYVLPSAANGDVKPVVSSTPLVDFLMQLEDYTPTIPDAVTGYYLNRAGFEASDPRIIRLISLAAQKFISDIANDALQHCKMKGTASGSSRSKSKDRKYTLTMEDLTPALSEYGINVKKPHYFT. Result: 0 (no interaction). (2) The miRNA is hsa-miR-6817-3p with sequence UCUCUCUGACUCCAUGGCA. The protein sequence of the target gene is MTVGARLRSKAESSLLRRGPRGRGRTEGDEEAAAILEHLEYADEAEAAAESGTSAADERGPGTRGARRVHFALLPERYEPLEEPAPSEQPRKRYRRKLKKYGKNVGKVIIKGCRYVVIGLQGFAAAYSAPFAVATSVVSFVR. Result: 1 (interaction). (3) The miRNA is hsa-miR-382-5p with sequence GAAGUUGUUCGUGGUGGAUUCG. The protein sequence of the target gene is MGKDYYCILGIEKGASDEDIKKAYRKQALKFHPDKNKSPQAEEKFKEVAEAYEVLSDPKKREIYDQFGEEGLKGGAGGTDGQGGTFRYTFHGDPHATFAAFFGGSNPFEIFFGRRMGGGRDSEEMEIDGDPFSAFGFSMNGYPRDRNSVGPSRLKQDPPVIHELRVSLEEIYSGCTKRMKISRKRLNADGRSYRSEDKILTIEIKKGWKEGTKITFPREGDETPNSIPADIVFIIKDKDHPKFKRDGSNIIYTAKISLREALCGCSINVPTLDGRNIPMSVNDIVKPGMRRRIIGYGLPF.... Result: 0 (no interaction). (4) The miRNA is hsa-miR-214-5p with sequence UGCCUGUCUACACUUGCUGUGC. The protein sequence of the target gene is MAEAEGESLESWLNKATNPSNRQEDWEYIIGFCDQINKELEGPQIAVRLLAHKIQSPQEWEALQALTVLEACMKNCGRRFHNEVGKFRFLNELIKVVSPKYLGDRVSEKVKTKVIELLYSWTMALPEEAKIKDAYHMLKRQGIVQSDPPIPVDRTLIPSPPPRPKNPVFDDEEKSKLLAKLLKSKNPDDLQEANKLIKSMVKEDEARIQKVTKRLHTLEEVNNNVRLLSEMLLHYSQEDSSDGDRELMKELFDQCENKRRTLFKLASETEDNDNSLGDILQASDNLSRVINSYKTIIEGQ.... Result: 1 (interaction). (5) The miRNA is mmu-miR-3073a-3p with sequence UUGAUGUCCACUGUGACCAUAG. The protein sequence of the target gene is MSVRVARVAWVRGLGASYRRGASSFPVPPPGAQGVAELLRDATGAEEEAPWAATERRMPGQCSVLLFPGQGSQVVGMGRGLLNYPRVRELYAAARRVLGYDLLELSLHGPQETLDRTVHCQPAIFVASLAAVEKLHHLQPSVIENCVAAAGFSVGEFAALVFAGAMEFAEGLYAVKIRAEAMQEASEAVPSGMLSVLGQPQSKFNFACLEAREHCKSLGIENPVCEVSNYLFPDCRVISGHQEALRFLQKNSSKFHFRRTRMLPVSGAFHTRLMEPAVEPLTQALKAVDIKKPLVSVYSN.... Result: 0 (no interaction). (6) The miRNA is hsa-miR-3142 with sequence AAGGCCUUUCUGAACCUUCAGA. The protein sequence of the target gene is MAWPCISRLCCLARRWNQLDRSDVAVPLTLHGYSDPGSEESGADCSVSRGNPSVAGARESSRAVPLTQYQRDFGVRTARAGSRDAAQERPSGPGGRRGQSSAPPTRTVYVLPVGDADAAVVATTSYRQEFQAWTGVKPSRSTKARTARVVTTHSSGWDPSPGASFQVPEVRKFTPNPSAIFQTSAPQTLNV. Result: 0 (no interaction).